Dataset: Kir2.1 potassium channel HTS with 301,493 compounds. Task: Binary Classification. Given a drug SMILES string, predict its activity (active/inactive) in a high-throughput screening assay against a specified biological target. (1) The result is 0 (inactive). The molecule is Clc1c(C(=O)N(CCCCN2C(=O)c3c(C2=O)cccc3)c2ccc(Cl)cc2)cc([N+]([O-])=O)cc1. (2) The drug is Brc1c(C(=O)NC(CC)c2ccccc2)cccc1. The result is 0 (inactive). (3) The drug is O1CCC(CCN(C(=O)C2CN(C(=O)CC2)CCc2ccccc2)C)CC1. The result is 0 (inactive). (4) The compound is S(=O)(=O)(Nc1c(OC)cc(OC)cc1)c1ccc(cc1)c1nc(oc1)C. The result is 0 (inactive). (5) The molecule is s1c(NC(=O)CCC(=O)N2CCN(CC2)CCOc2ccc(cc2)C)nnc1CCC. The result is 0 (inactive). (6) The molecule is O(CCNC(CC)C)CCOc1c(c2ccccc2)cccc1. The result is 1 (active). (7) The molecule is S(=O)(=O)(N1CCN(CC1)C)c1cc(C(=O)N(CCCC)c2c(n(CCCC)c(=O)[nH]c2=O)N)ccc1. The result is 0 (inactive).